This data is from Full USPTO retrosynthesis dataset with 1.9M reactions from patents (1976-2016). The task is: Predict the reactants needed to synthesize the given product. Given the product [CH2:1]([C@H:8]([NH:39][C:40](=[O:66])[C@H:41]([CH2:43][C:44]([NH:46][C:47]([C:48]1[CH:49]=[CH:50][CH:51]=[CH:52][CH:53]=1)([C:60]1[CH:61]=[CH:62][CH:63]=[CH:64][CH:65]=1)[C:54]1[CH:59]=[CH:58][CH:57]=[CH:56][CH:55]=1)=[O:45])[NH:42][C:68]([O:70][CH3:71])=[O:69])[C@@H:9]([OH:38])[CH2:10][C@@H:11]([NH:25][C:26](=[O:37])[C@H:27]([C:33]([CH3:34])([CH3:35])[CH3:36])[NH:28][C:29]([O:31][CH3:32])=[O:30])[CH2:12][C:13]1[CH:18]=[CH:17][C:16]([C:19]2[CH:24]=[CH:23][CH:22]=[CH:21][N:20]=2)=[CH:15][CH:14]=1)[C:2]1[CH:3]=[CH:4][CH:5]=[CH:6][CH:7]=1, predict the reactants needed to synthesize it. The reactants are: [CH2:1]([C@H:8]([NH:39][C:40](=[O:66])[C@H:41]([CH2:43][C:44]([NH:46][C:47]([C:60]1[CH:65]=[CH:64][CH:63]=[CH:62][CH:61]=1)([C:54]1[CH:59]=[CH:58][CH:57]=[CH:56][CH:55]=1)[C:48]1[CH:53]=[CH:52][CH:51]=[CH:50][CH:49]=1)=[O:45])[NH2:42])[C@@H:9]([OH:38])[CH2:10][C@@H:11]([NH:25][C:26](=[O:37])[C@H:27]([C:33]([CH3:36])([CH3:35])[CH3:34])[NH:28][C:29]([O:31][CH3:32])=[O:30])[CH2:12][C:13]1[CH:18]=[CH:17][C:16]([C:19]2[CH:24]=[CH:23][CH:22]=[CH:21][N:20]=2)=[CH:15][CH:14]=1)[C:2]1[CH:7]=[CH:6][CH:5]=[CH:4][CH:3]=1.Cl[C:68]([O:70][CH3:71])=[O:69].C(N(CC)CC)C.